Dataset: Forward reaction prediction with 1.9M reactions from USPTO patents (1976-2016). Task: Predict the product of the given reaction. Given the reactants [NH2:1][C:2]1[CH:9]=[CH:8]C(C#N)=[C:4]([Cl:10])[C:3]=1[F:11].[OH-:12].[Na+].[CH2:14]([OH:16])[CH3:15].Cl, predict the reaction product. The product is: [NH2:1][C:2]1[CH:9]=[CH:8][C:15]([C:14]([OH:12])=[O:16])=[C:4]([Cl:10])[C:3]=1[F:11].